This data is from Full USPTO retrosynthesis dataset with 1.9M reactions from patents (1976-2016). The task is: Predict the reactants needed to synthesize the given product. (1) Given the product [CH3:24][S:25]([O:28][C@@H:29]([C@@H:31]1[C@H:35]([CH2:36][OH:37])[O:34][C:33]([CH3:48])([CH3:49])[O:32]1)[CH3:30])(=[O:26])=[O:27], predict the reactants needed to synthesize it. The reactants are: [F-].C([N+](CCCC)(CCCC)CCCC)CCC.O1CCCC1.[CH3:24][S:25]([O:28][C@@H:29]([C@H:31]1[C@H:35]([CH2:36][O:37][Si](C(C)C)(C(C)C)C(C)C)[O:34][C:33]([CH3:49])([CH3:48])[O:32]1)[CH3:30])(=[O:27])=[O:26].[Cl-].[NH4+].C(=O)([O-])O.[Na+]. (2) Given the product [N:10]1([C:15]([O:1][NH:2][C:3]([O:4][C:5]([CH3:8])([CH3:7])[CH3:6])=[O:9])=[O:16])[CH2:14][CH2:13][CH2:12][CH2:11]1, predict the reactants needed to synthesize it. The reactants are: [OH:1][NH:2][C:3](=[O:9])[O:4][C:5]([CH3:8])([CH3:7])[CH3:6].[N:10]1([C:15](Cl)=[O:16])[CH2:14][CH2:13][CH2:12][CH2:11]1. (3) Given the product [CH2:22]([C:24]1[CH:25]=[CH:26][C:27]([O:38][CH2:4][CH2:3][CH:2]([OH:1])[CH2:16][CH3:17])=[C:28]([C:30]([C:32]2[CH:37]=[CH:36][CH:35]=[CH:34][CH:33]=2)=[O:31])[CH:29]=1)[CH3:23], predict the reactants needed to synthesize it. The reactants are: [OH:1][CH:2]([CH2:16][CH3:17])[CH2:3][CH2:4]OS(C1C=CC(C)=CC=1)(=O)=O.C(O)(=O)C.[CH2:22]([C:24]1[CH:25]=[CH:26][C:27]([OH:38])=[C:28]([C:30]([C:32]2[CH:37]=[CH:36][CH:35]=[CH:34][CH:33]=2)=[O:31])[CH:29]=1)[CH3:23].C(=O)([O-])[O-].[Cs+].[Cs+]. (4) Given the product [OH:6][CH2:5][C:4]1[CH:8]=[CH:9][CH:10]=[CH:11][C:3]=1[CH2:2][CH2:1][OH:12], predict the reactants needed to synthesize it. The reactants are: [C:1](O)(=[O:12])[CH2:2][C:3]1[C:4](=[CH:8][CH:9]=[CH:10][CH:11]=1)[C:5](O)=[O:6].[H-].[Al+3].[Li+].[H-].[H-].[H-].O.[OH-].[Na+]. (5) Given the product [F:25][C:22]1[CH:21]=[CH:20][C:19]([CH2:18][O:17][C:14]2[CH:13]=[CH:12][C:11]([N:7]3[C:8](=[O:10])[CH2:9][CH:5]([C:3]([OH:4])=[O:2])[CH2:6]3)=[CH:16][CH:15]=2)=[CH:24][CH:23]=1, predict the reactants needed to synthesize it. The reactants are: C[O:2][C:3]([CH:5]1[CH2:9][C:8](=[O:10])[N:7]([C:11]2[CH:16]=[CH:15][C:14]([O:17][CH2:18][C:19]3[CH:24]=[CH:23][C:22]([F:25])=[CH:21][CH:20]=3)=[CH:13][CH:12]=2)[CH2:6]1)=[O:4].[OH-].[Na+].O1CCCC1. (6) Given the product [CH2:4]1[S:18]/[C:7](=[C:8]2/[N:9]=[C:10]3[C:16]([S:17]/2)=[CH:15][C:13](=[O:14])[CH:12]=[CH:11]3)/[NH:6][C@@H:5]1[C:19]([OH:21])=[O:20], predict the reactants needed to synthesize it. The reactants are: C(=O)=O.[CH2:4]1[S:18]/[C:7](=[C:8]2/[N:9]=[C:10]3[C:16]([S:17]/2)=[CH:15][C:13](=[O:14])[CH:12]=[CH:11]3)/[NH:6][C@H:5]1[C:19]([OH:21])=[O:20].O.O.O=[Al]O[Si](O[Si](O[Al]=O)=O)=O. (7) Given the product [Cl:14][C:15]1[CH:22]=[CH:21][CH:20]=[C:19]([O:11][C:2]2[CH:3]=[N:4][C:5]3[CH2:6][CH2:7][CH2:8][CH2:9][C:10]=3[N:1]=2)[C:16]=1[CH:17]=[O:18], predict the reactants needed to synthesize it. The reactants are: [N:1]1[C:10]2[CH2:9][CH2:8][CH2:7][CH2:6][C:5]=2[N:4]=[CH:3][C:2]=1[OH:11].[H-].[Na+].[Cl:14][C:15]1[CH:22]=[CH:21][CH:20]=[C:19](F)[C:16]=1[CH:17]=[O:18].Cl. (8) Given the product [CH2:16]([O:9][C:3]1[CH:4]=[CH:5][C:6]([CH3:8])=[CH:7][C:2]=1[Br:1])[C:17]1[CH:22]=[CH:21][CH:20]=[CH:19][CH:18]=1, predict the reactants needed to synthesize it. The reactants are: [Br:1][C:2]1[CH:7]=[C:6]([CH3:8])[CH:5]=[CH:4][C:3]=1[OH:9].C([O-])([O-])=O.[K+].[K+].[CH2:16](Br)[C:17]1[CH:22]=[CH:21][CH:20]=[CH:19][CH:18]=1.O.